Predict the product of the given reaction. From a dataset of Forward reaction prediction with 1.9M reactions from USPTO patents (1976-2016). (1) Given the reactants [O:1]=[C:2]1[C:10]2[NH:9][N:8]=[C:7]([C:11]([O:13][CH2:14][CH3:15])=[O:12])[C:6]=2[CH2:5][CH2:4][CH2:3]1.CC(C)([O-])C.[K+].[C:22]([NH:41][CH2:42][CH2:43][CH2:44]Br)([C:35]1[CH:40]=[CH:39][CH:38]=[CH:37][CH:36]=1)([C:29]1[CH:34]=[CH:33][CH:32]=[CH:31][CH:30]=1)[C:23]1[CH:28]=[CH:27][CH:26]=[CH:25][CH:24]=1, predict the reaction product. The product is: [O:1]=[C:2]1[C:10]2[C:6](=[C:7]([C:11]([O:13][CH2:14][CH3:15])=[O:12])[N:8]([CH2:44][CH2:43][CH2:42][NH:41][C:22]([C:35]3[CH:40]=[CH:39][CH:38]=[CH:37][CH:36]=3)([C:23]3[CH:24]=[CH:25][CH:26]=[CH:27][CH:28]=3)[C:29]3[CH:34]=[CH:33][CH:32]=[CH:31][CH:30]=3)[N:9]=2)[CH2:5][CH2:4][CH2:3]1. (2) Given the reactants [CH3:1][O:2][C:3]([C@H:5]1[CH2:9][C@@H:8]([NH2:10])[CH:7]=[CH:6]1)=[O:4].C([O-])(=O)[C@@H](C1C=CC=CC=1)O.[C:22](O[C:22]([O:24][C:25]([CH3:28])([CH3:27])[CH3:26])=[O:23])([O:24][C:25]([CH3:28])([CH3:27])[CH3:26])=[O:23].C(=O)([O-])[O-].[Na+].[Na+].CCCCCCC, predict the reaction product. The product is: [CH3:1][O:2][C:3]([C@H:5]1[CH2:9][C@@H:8]([NH:10][C:22]([O:24][C:25]([CH3:28])([CH3:27])[CH3:26])=[O:23])[CH:7]=[CH:6]1)=[O:4]. (3) Given the reactants [F:1][C:2]1[CH:3]=[C:4]([C:8]2([CH2:22][CH2:23][N:24]3[C@H:29]4[CH2:30][CH2:31][C@@H:25]3[CH2:26][CH:27]([N:32]3[C:36]5[CH:37]=[CH:38][CH:39]=[CH:40][C:35]=5[N:34]=[C:33]3[CH3:41])[CH2:28]4)[CH2:13][CH2:12][N:11]([C:14](=[O:21])[C:15]([CH3:20])([NH2:19])[CH:16]([CH3:18])[CH3:17])[CH2:10][CH2:9]2)[CH:5]=[CH:6][CH:7]=1.[Cl:42][CH:43]([Cl:47])[C:44](Cl)=[O:45].CCN(C(C)C)C(C)C, predict the reaction product. The product is: [Cl:42][CH:43]([Cl:47])[C:44]([NH:19][C:15]([C:14]([N:11]1[CH2:12][CH2:13][C:8]([C:4]2[CH:5]=[CH:6][CH:7]=[C:2]([F:1])[CH:3]=2)([CH2:22][CH2:23][N:24]2[C@H:29]3[CH2:30][CH2:31][C@@H:25]2[CH2:26][CH:27]([N:32]2[C:36]4[CH:37]=[CH:38][CH:39]=[CH:40][C:35]=4[N:34]=[C:33]2[CH3:41])[CH2:28]3)[CH2:9][CH2:10]1)=[O:21])([CH3:20])[CH:16]([CH3:17])[CH3:18])=[O:45]. (4) Given the reactants [CH3:1][O:2][C:3]1[CH:4]=[CH:5][C:6]2[CH:10]=[C:9]([NH:11][S:12]([C:15]3[CH:16]=[N:17][CH:18]=[CH:19][CH:20]=3)(=[O:14])=[O:13])[S:8][C:7]=2[CH:21]=1.CC(C)([O-])C.[K+].[F:28][C:29]1[CH:30]=[C:31]([CH:34]=[CH:35][C:36]=1[F:37])[CH2:32]Br, predict the reaction product. The product is: [F:28][C:29]1[CH:30]=[C:31]([CH:34]=[CH:35][C:36]=1[F:37])[CH2:32][N:11]([C:9]1[S:8][C:7]2[CH:21]=[C:3]([O:2][CH3:1])[CH:4]=[CH:5][C:6]=2[CH:10]=1)[S:12]([C:15]1[CH:16]=[N:17][CH:18]=[CH:19][CH:20]=1)(=[O:14])=[O:13]. (5) The product is: [F:38][C:35]([F:36])([F:37])[C:27]1[CH:26]=[C:25]([C@H:23]([O:22][C@H:7]2[CH2:6][C:5](=[O:4])[C:14]3[N:13]=[CH:12][CH:11]=[CH:10][C:9]=3[C@@H:8]2[C:15]2[CH:16]=[CH:17][C:18]([F:21])=[CH:19][CH:20]=2)[CH3:24])[CH:30]=[C:29]([C:31]([F:32])([F:33])[F:34])[CH:28]=1. Given the reactants C([O:4][C@H:5]1[C:14]2[N:13]=[CH:12][CH:11]=[CH:10][C:9]=2[C@H:8]([C:15]2[CH:20]=[CH:19][C:18]([F:21])=[CH:17][CH:16]=2)[C@@H:7]([O:22][C@@H:23]([C:25]2[CH:30]=[C:29]([C:31]([F:34])([F:33])[F:32])[CH:28]=[C:27]([C:35]([F:38])([F:37])[F:36])[CH:26]=2)[CH3:24])[CH2:6]1)(=O)C.O=[O+][O-], predict the reaction product. (6) Given the reactants Cl.[Cl:2][C:3]1[CH:4]=[C:5]([CH:9]=[CH:10][C:11]=1[F:12])[C:6]([NH2:8])=[NH:7].[Cl:13][C:14]1[CH:15]=[C:16]([S:21](Cl)(=[O:23])=[O:22])[CH:17]=[CH:18][C:19]=1[F:20], predict the reaction product. The product is: [Cl:13][C:14]1[CH:15]=[C:16]([S:21]([NH:7][C:6](=[NH:8])[C:5]2[CH:9]=[CH:10][C:11]([F:12])=[C:3]([Cl:2])[CH:4]=2)(=[O:22])=[O:23])[CH:17]=[CH:18][C:19]=1[F:20]. (7) Given the reactants [Cl:1][C:2]1[CH:10]=[CH:9][CH:8]=[C:7]2[C:3]=1[C:4]([C:15]([OH:17])=O)=[CH:5][N:6]2[CH:11]1[CH2:14][O:13][CH2:12]1.[NH2:18][CH2:19][CH2:20][C:21]1([OH:26])[CH2:25][CH2:24][CH2:23][CH2:22]1.Cl.C(N=C=N)C.N1(O)C2C=CC=CC=2N=N1.C(N(C(C)C)C(C)C)C, predict the reaction product. The product is: [Cl:1][C:2]1[CH:10]=[CH:9][CH:8]=[C:7]2[C:3]=1[C:4]([C:15]([NH:18][CH2:19][CH2:20][C:21]1([OH:26])[CH2:25][CH2:24][CH2:23][CH2:22]1)=[O:17])=[CH:5][N:6]2[CH:11]1[CH2:12][O:13][CH2:14]1. (8) Given the reactants [CH2:1]([N:8]1[C:13](=O)[C:12]([C:15]2[CH:20]=[CH:19][C:18]([F:21])=[CH:17][CH:16]=2)=[C:11]([C:22]2[CH:27]=[CH:26][C:25]([S:28]([CH3:31])(=[O:30])=[O:29])=[CH:24][CH:23]=2)[CH:10]=[N:9]1)[C:2]1[CH:7]=[CH:6][CH:5]=[CH:4][CH:3]=1.COC1C=CC(P2(SP(C3C=CC(OC)=CC=3)(=S)S2)=[S:41])=CC=1, predict the reaction product. The product is: [CH2:1]([N:8]1[C:13](=[S:41])[C:12]([C:15]2[CH:20]=[CH:19][C:18]([F:21])=[CH:17][CH:16]=2)=[C:11]([C:22]2[CH:27]=[CH:26][C:25]([S:28]([CH3:31])(=[O:30])=[O:29])=[CH:24][CH:23]=2)[CH:10]=[N:9]1)[C:2]1[CH:7]=[CH:6][CH:5]=[CH:4][CH:3]=1. (9) The product is: [CH:27]1[C:28]2[NH:29][C:30]3[C:22](=[CH:21][CH:20]=[CH:19][CH:18]=3)[C:23]=2[CH:24]=[CH:25][CH:26]=1. Given the reactants C(OC1C=C2C(C=CN2)=CC=1)C1C=CC=CC=1.[CH2:18]1[C:30]2[NH:29][C:28]3[C:23](=[CH:24][CH:25]=[CH:26][CH:27]=3)[C:22]=2[CH2:21][CH2:20][CH2:19]1.C(=O)([O-])[O-].[Na+].[Na+], predict the reaction product. (10) Given the reactants [CH2:1]([O:5][C:6]1[C:11]([C:12](=[NH:14])[NH2:13])=[CH:10][CH:9]=[CH:8][N:7]=1)[CH2:2][CH2:3][CH3:4].Br[CH2:16][C:17]([C:19]1[CH:24]=[CH:23][CH:22]=[C:21]([F:25])[CH:20]=1)=O.C([O-])([O-])=O.[Cs+].[Cs+].O, predict the reaction product. The product is: [CH2:1]([O:5][C:6]1[C:11]([C:12]2[NH:13][CH:16]=[C:17]([C:19]3[CH:24]=[CH:23][CH:22]=[C:21]([F:25])[CH:20]=3)[N:14]=2)=[CH:10][CH:9]=[CH:8][N:7]=1)[CH2:2][CH2:3][CH3:4].